From a dataset of Ames mutagenicity test results for genotoxicity prediction. Regression/Classification. Given a drug SMILES string, predict its toxicity properties. Task type varies by dataset: regression for continuous values (e.g., LD50, hERG inhibition percentage) or binary classification for toxic/non-toxic outcomes (e.g., AMES mutagenicity, cardiotoxicity, hepatotoxicity). Dataset: ames. (1) The molecule is CC(=O)O[C@@H]1Cc2c3ccc4ccccc4c3cc3ccc(C)c1c23. The result is 1 (mutagenic). (2) The molecule is CCCCOc1cc2c(c3ccc4ccccc4c13)CCC2=O. The result is 0 (non-mutagenic).